From a dataset of HIV replication inhibition screening data with 41,000+ compounds from the AIDS Antiviral Screen. Binary Classification. Given a drug SMILES string, predict its activity (active/inactive) in a high-throughput screening assay against a specified biological target. (1) The molecule is Cc1ccc(C2CC3(c4ccccc4)ON=C(c4ccccc4)N3c3ccccc3S2)cc1. The result is 0 (inactive). (2) The result is 0 (inactive). The molecule is CCC1(N=[N+]=[N-])C(=O)Nc2cc(C)ccc2C1=O.